Dataset: Peptide-MHC class II binding affinity with 134,281 pairs from IEDB. Task: Regression. Given a peptide amino acid sequence and an MHC pseudo amino acid sequence, predict their binding affinity value. This is MHC class II binding data. (1) The peptide sequence is INLIIHYVDRPGALG. The MHC is HLA-DPA10201-DPB11401 with pseudo-sequence HLA-DPA10201-DPB11401. The binding affinity (normalized) is 0.114. (2) The peptide sequence is MGNLTAQQLDQRSQI. The MHC is DRB1_0101 with pseudo-sequence DRB1_0101. The binding affinity (normalized) is 0.504. (3) The peptide sequence is QFKPEEITGIMKDFD. The MHC is HLA-DPA10301-DPB10402 with pseudo-sequence HLA-DPA10301-DPB10402. The binding affinity (normalized) is 0.410. (4) The peptide sequence is VPRRGPRGGPGRSYA. The MHC is DRB1_1101 with pseudo-sequence DRB1_1101. The binding affinity (normalized) is 0.